The task is: Regression. Given a peptide amino acid sequence and an MHC pseudo amino acid sequence, predict their binding affinity value. This is MHC class I binding data.. This data is from Peptide-MHC class I binding affinity with 185,985 pairs from IEDB/IMGT. (1) The peptide sequence is VHDTNATKL. The MHC is HLA-B48:01 with pseudo-sequence HLA-B48:01. The binding affinity (normalized) is 0.0847. (2) The binding affinity (normalized) is 0.904. The peptide sequence is RRQGCWKCGK. The MHC is HLA-B27:05 with pseudo-sequence HLA-B27:05.